This data is from Reaction yield outcomes from USPTO patents with 853,638 reactions. The task is: Predict the reaction yield, written as a fraction of the theoretical maximum amount of product (1.0 means a 100% yield; for example, 0.34 means a 34% yield). (1) The reactants are [H-].[H-].[H-].[H-].[Li+].[Al+3].S(=O)(=O)(O)O.[Br:12][C:13]1[CH:14]=[C:15]([CH2:19][C:20]#[N:21])[CH:16]=[CH:17][CH:18]=1.[OH-].[Na+]. The catalyst is C1COCC1.C(OCC)C.O. The product is [Br:12][C:13]1[CH:14]=[C:15]([CH2:19][CH2:20][NH2:21])[CH:16]=[CH:17][CH:18]=1. The yield is 0.920. (2) The catalyst is O1CCCC1. The yield is 0.470. The product is [CH:1]([C:4]1[C:8]([CH2:9][CH2:10][CH2:11][CH2:12][O:13][C:25]2[CH:30]=[CH:29][C:28]([CH2:31][C:32]([OH:34])=[O:33])=[CH:27][CH:26]=2)=[CH:7][N:6]([C:14]2[CH:19]=[CH:18][C:17]([C:20]([F:22])([F:21])[F:23])=[CH:16][N:15]=2)[N:5]=1)([CH3:3])[CH3:2]. The reactants are [CH:1]([C:4]1[C:8]([CH2:9][CH2:10][CH2:11][CH2:12][OH:13])=[CH:7][N:6]([C:14]2[CH:19]=[CH:18][C:17]([C:20]([F:23])([F:22])[F:21])=[CH:16][N:15]=2)[N:5]=1)([CH3:3])[CH3:2].O[C:25]1[CH:30]=[CH:29][C:28]([CH2:31][C:32]([O:34]C)=[O:33])=[CH:27][CH:26]=1.C(P(CCCC)CCCC)CCC.N(C(N1CCCCC1)=O)=NC(N1CCCCC1)=O. (3) The reactants are Cl.[F:2][C:3]1[CH:4]=[C:5]([CH:25]=[CH:26][C:27]=1[OH:28])[NH:6][C:7]1[C:16]2[C:11](=[CH:12][CH:13]=[CH:14][C:15]=2[O:17][CH:18]2[CH2:23][CH2:22][N:21]([CH3:24])[CH2:20][CH2:19]2)[N:10]=[CH:9][N:8]=1.[CH2:29](Cl)[C:30]1[CH:35]=[CH:34][CH:33]=[CH:32][CH:31]=1. No catalyst specified. The product is [CH2:29]([O:28][C:27]1[CH:26]=[CH:25][C:5]([NH:6][C:7]2[C:16]3[C:11](=[CH:12][CH:13]=[CH:14][C:15]=3[O:17][CH:18]3[CH2:23][CH2:22][N:21]([CH3:24])[CH2:20][CH2:19]3)[N:10]=[CH:9][N:8]=2)=[CH:4][C:3]=1[F:2])[C:30]1[CH:35]=[CH:34][CH:33]=[CH:32][CH:31]=1. The yield is 0.220. (4) The reactants are [CH3:1][C:2]1[C:6]([NH2:7])=[CH:5][N:4]([C:8]2[CH:9]=[N:10][CH:11]=[CH:12][CH:13]=2)[N:3]=1.[CH2:14]([N:16]=[C:17]=[O:18])[CH3:15]. The catalyst is C(Cl)Cl. The product is [CH2:14]([NH:16][C:17]([NH:7][C:6]1[C:2]([CH3:1])=[N:3][N:4]([C:8]2[CH:9]=[N:10][CH:11]=[CH:12][CH:13]=2)[CH:5]=1)=[O:18])[CH3:15]. The yield is 0.950. (5) The reactants are [Cl:1][C:2]1[CH:3]=[CH:4][CH:5]=[C:6]2[C:11]=1[O:10][C:9](=[O:12])[C:8]([C:13]1[N:14]=[C:15]([NH:18][C:19]3[CH:24]=[C:23]([CH3:25])[CH:22]=[C:21]([CH3:26])[CH:20]=3)[S:16][CH:17]=1)=[CH:7]2.[H-].[Na+].[CH3:29]I. The catalyst is CN(C=O)C. The product is [Cl:1][C:2]1[CH:3]=[CH:4][CH:5]=[C:6]2[C:11]=1[O:10][C:9](=[O:12])[C:8]([C:13]1[N:14]=[C:15]([N:18]([C:19]3[CH:24]=[C:23]([CH3:25])[CH:22]=[C:21]([CH3:26])[CH:20]=3)[CH3:29])[S:16][CH:17]=1)=[CH:7]2. The yield is 0.390.